From a dataset of Catalyst prediction with 721,799 reactions and 888 catalyst types from USPTO. Predict which catalyst facilitates the given reaction. (1) Reactant: Cl[C:2]([O:4][CH2:5][CH3:6])=[O:3].C([N:14]1[CH2:19][CH2:18][C:17](=[O:20])[CH:16]([CH3:21])[CH2:15]1)C1C=CC=CC=1. Product: [C:2]([N:14]1[CH2:19][CH2:18][C:17](=[O:20])[CH:16]([CH3:21])[CH2:15]1)([O:4][CH2:5][CH3:6])=[O:3]. The catalyst class is: 48. (2) Reactant: [H-].[Na+].[O:3]1[C:7]2[CH:8]=[CH:9][CH:10]=[CH:11][C:6]=2[NH:5][C:4]1=[O:12].[CH3:13]I. Product: [CH3:13][N:5]1[C:6]2[CH:11]=[CH:10][CH:9]=[CH:8][C:7]=2[O:3][C:4]1=[O:12]. The catalyst class is: 7. (3) Reactant: [NH:1]1[C:9]2[C:4](=[CH:5][C:6]([C:10]3[C:18]4[C:13](=[N:14][CH:15]=[N:16][C:17]=4[NH2:19])[N:12]([CH3:20])[N:11]=3)=[CH:7][CH:8]=2)[CH2:3][CH2:2]1.[F:21][C:22]1[CH:23]=[C:24]([CH2:29][C:30](O)=[O:31])[CH:25]=[C:26]([F:28])[CH:27]=1.CN(C(ON1N=NC2C=CC=NC1=2)=[N+](C)C)C.F[P-](F)(F)(F)(F)F.CCN(C(C)C)C(C)C. Product: [F:21][C:22]1[CH:23]=[C:24]([CH2:29][C:30]([N:1]2[C:9]3[C:4](=[CH:5][C:6]([C:10]4[C:18]5[C:13](=[N:14][CH:15]=[N:16][C:17]=5[NH2:19])[N:12]([CH3:20])[N:11]=4)=[CH:7][CH:8]=3)[CH2:3][CH2:2]2)=[O:31])[CH:25]=[C:26]([F:28])[CH:27]=1. The catalyst class is: 6. (4) Reactant: Br[CH2:2][CH2:3][CH2:4][C:5]#[C:6][C:7]1[CH:12]=[CH:11][C:10]([NH:13][C:14](=[O:19])[C:15]([F:18])([F:17])[F:16])=[CH:9][CH:8]=1.[NH2:20][CH2:21][C@@H:22]([C:31]1[CH:40]=[CH:39][C:38]([OH:41])=[C:37]2[C:32]=1[CH:33]=[CH:34][C:35](=[O:42])[NH:36]2)[O:23][Si:24]([C:27]([CH3:30])([CH3:29])[CH3:28])([CH3:26])[CH3:25].C(N(CC)C(C)C)(C)C.[I-].[K+]. Product: [Si:24]([O:23][C@H:22]([C:31]1[CH:40]=[CH:39][C:38]([OH:41])=[C:37]2[C:32]=1[CH:33]=[CH:34][C:35](=[O:42])[NH:36]2)[CH2:21][NH:20][CH2:2][CH2:3][CH2:4][C:5]#[C:6][C:7]1[CH:12]=[CH:11][C:10]([NH:13][C:14](=[O:19])[C:15]([F:18])([F:17])[F:16])=[CH:9][CH:8]=1)([C:27]([CH3:30])([CH3:29])[CH3:28])([CH3:26])[CH3:25]. The catalyst class is: 3. (5) Reactant: [Br:1][CH2:2][O:3][CH3:4].[CH2:5]([N:7]([CH2:10][CH3:11])[CH2:8][CH3:9])[CH3:6]. Product: [Br-:1].[CH2:5]([N+:7]([CH2:10][CH3:11])([CH2:8][CH3:9])[CH2:2][O:3][CH3:4])[CH3:6]. The catalyst class is: 81. (6) Reactant: [Br:1][C:2]1[C:7]([OH:8])=[CH:6][CH:5]=[CH:4][N:3]=1.[O:9](S(C(F)(F)F)(=O)=O)[S:10]([C:13]([F:16])([F:15])[F:14])(=O)=[O:11]. Product: [Br:1][C:2]1[C:7]([O:8][S:10]([C:13]([F:16])([F:15])[F:14])(=[O:11])=[O:9])=[CH:6][CH:5]=[CH:4][N:3]=1. The catalyst class is: 17. (7) Reactant: [NH2:1][C@@H:2]1[CH2:7][CH2:6][N:5]([CH2:8][CH2:9][N:10]2[C:19]3[C:14](=[C:15]([F:21])[CH:16]=[C:17]([F:20])[CH:18]=3)[CH:13]=[CH:12][C:11]2=[O:22])[CH2:4][C@H:3]1[C:23]([O:25][CH3:26])=[O:24].[F:27][C:28]1[CH:33]=[CH:32][C:31]([F:34])=[CH:30][C:29]=1/[CH:35]=[CH:36]/[CH:37]=O.C(O[BH-](OC(=O)C)OC(=O)C)(=O)C.[Na+]. Product: [F:21][C:15]1[CH:16]=[C:17]([F:20])[CH:18]=[C:19]2[C:14]=1[CH:13]=[CH:12][C:11](=[O:22])[N:10]2[CH2:9][CH2:8][N:5]1[CH2:6][CH2:7][C@@H:2]([NH:1][CH2:37]/[CH:36]=[CH:35]/[C:29]2[CH:30]=[C:31]([F:34])[CH:32]=[CH:33][C:28]=2[F:27])[C@H:3]([C:23]([O:25][CH3:26])=[O:24])[CH2:4]1. The catalyst class is: 120. (8) Reactant: [CH2:1]([O:5][C:6]1[CH:11]=[CH:10][C:9]([CH2:12]C(O)=O)=[CH:8][CH:7]=1)[CH:2]([CH3:4])[CH3:3].CN(C1C2C([N:29]([CH3:31])C)=CC=CC=2C=CC=1)C.C1(P(N=[N+]=[N-])(C2C=CC=CC=2)=[O:39])C=CC=CC=1.C(OCC)C. Product: [CH2:1]([O:5][C:6]1[CH:7]=[CH:8][C:9]([CH2:12][N:29]=[C:31]=[O:39])=[CH:10][CH:11]=1)[CH:2]([CH3:3])[CH3:4]. The catalyst class is: 1. (9) Reactant: [C:1]([C:4]1[CH:24]=[CH:23][C:7]([O:8][CH2:9][CH2:10][CH2:11][CH2:12][O:13][C:14]2[CH:21]=[CH:20][C:17]([C:18]#[N:19])=[CH:16][C:15]=2[Br:22])=[C:6]([CH2:25][CH2:26][CH3:27])[C:5]=1[OH:28])(=[O:3])[CH3:2].C[Si]([N:33]=[N+:34]=[N-:35])(C)C.C([Sn](=O)CCCC)CCC. Product: [Br:22][C:15]1[CH:16]=[C:17]([C:18]2[N:33]=[N:34][NH:35][N:19]=2)[CH:20]=[CH:21][C:14]=1[O:13][CH2:12][CH2:11][CH2:10][CH2:9][O:8][C:7]1[CH:23]=[CH:24][C:4]([C:1](=[O:3])[CH3:2])=[C:5]([OH:28])[C:6]=1[CH2:25][CH2:26][CH3:27]. The catalyst class is: 11. (10) Reactant: [Cl:1][C:2]1[C:3]([N:8]2[CH2:13][CH:12]([CH3:14])[NH:11][CH:10]([CH3:15])[CH2:9]2)=[N:4][CH:5]=[CH:6][CH:7]=1.[Cl:16][C:17]1[CH:18]=[C:19]([S:24](Cl)(=[O:26])=[O:25])[CH:20]=[CH:21][C:22]=1[Cl:23].C(N(C(C)C)CC)(C)C. Product: [Cl:1][C:2]1[C:3]([N:8]2[CH2:13][CH:12]([CH3:14])[N:11]([S:24]([C:19]3[CH:20]=[CH:21][C:22]([Cl:23])=[C:17]([Cl:16])[CH:18]=3)(=[O:26])=[O:25])[CH:10]([CH3:15])[CH2:9]2)=[N:4][CH:5]=[CH:6][CH:7]=1. The catalyst class is: 4.